Dataset: Forward reaction prediction with 1.9M reactions from USPTO patents (1976-2016). Task: Predict the product of the given reaction. (1) Given the reactants CCN(C(C)C)C(C)C.C1C=CC2N(O)N=NC=2C=1.CCN=C=NCCCN(C)C.[N:31]1[CH:36]=[CH:35][CH:34]=[CH:33][C:32]=1[C:37]1[NH:41][N:40]=[C:39]([C:42]([OH:44])=O)[CH:38]=1.N1C=CC=CC=1C(=O)C.Cl.[NH2:55][CH2:56][C:57]([N:59]1[CH2:64][CH2:63][N:62]([C:65](=[O:77])[C:66]2[CH:71]=[C:70]([F:72])[CH:69]=[CH:68][C:67]=2[C:73]([F:76])([F:75])[F:74])[CH2:61][CH2:60]1)=[O:58].FC1C=CC(C(F)(F)F)=C(C=1)C(O)=O, predict the reaction product. The product is: [F:72][C:70]1[CH:69]=[CH:68][C:67]([C:73]([F:75])([F:74])[F:76])=[C:66]([CH:71]=1)[C:65]([N:62]1[CH2:63][CH2:64][N:59]([C:57](=[O:58])[CH2:56][NH:55][C:42]([C:39]2[CH:38]=[C:37]([C:32]3[CH:33]=[CH:34][CH:35]=[CH:36][N:31]=3)[NH:41][N:40]=2)=[O:44])[CH2:60][CH2:61]1)=[O:77]. (2) Given the reactants [CH2:1]([O:3][C@@H:4]([CH2:10][C:11]1[CH:16]=[CH:15][C:14]([N+:17]([O-:19])=[O:18])=[CH:13][CH:12]=1)[C:5]([O:7]CC)=[O:6])[CH3:2].C1C(C[C@H](N)C(O)=O)=CC=C([N+]([O-])=O)C=1.O[Li].O.Cl, predict the reaction product. The product is: [CH2:1]([O:3][C@@H:4]([CH2:10][C:11]1[CH:12]=[CH:13][C:14]([N+:17]([O-:19])=[O:18])=[CH:15][CH:16]=1)[C:5]([OH:7])=[O:6])[CH3:2]. (3) Given the reactants [CH2:1]([O:3][C:4]([C:6]1[CH:7]=[N:8][N:9]2[C:14]([OH:15])=[C:13]([C:16]([OH:18])=O)[CH:12]=[N:11][C:10]=12)=[O:5])[CH3:2].[CH3:19][C:20]1[C:28]2([CH2:33][CH2:32][NH:31][CH2:30][CH2:29]2)[C:27]2[C:22](=[CH:23][CH:24]=[CH:25][CH:26]=2)[CH:21]=1, predict the reaction product. The product is: [CH2:1]([O:3][C:4]([C:6]1[CH:7]=[N:8][N:9]2[C:14]([OH:15])=[C:13]([C:16]([N:31]3[CH2:32][CH2:33][C:28]4([C:27]5[C:22](=[CH:23][CH:24]=[CH:25][CH:26]=5)[CH:21]=[C:20]4[CH3:19])[CH2:29][CH2:30]3)=[O:18])[CH:12]=[N:11][C:10]=12)=[O:5])[CH3:2]. (4) Given the reactants [Br:1][C:2]1[CH:3]=[C:4]2[C:9](=[CH:10][CH:11]=1)[O:8][C:7](=[O:12])[CH2:6][CH:5]2[C:13]1[CH:18]=[CH:17][CH:16]=[CH:15][CH:14]=1.[C:19](=[O:22])([O-])[O-].[K+].[K+].[I-].[Na+].[CH2:27](Cl)[C:28]1[CH:33]=[CH:32][CH:31]=[CH:30][CH:29]=1, predict the reaction product. The product is: [CH3:19][O:22][C:7](=[O:12])[CH2:6][CH:5]([C:4]1[CH:3]=[C:2]([Br:1])[CH:11]=[CH:10][C:9]=1[O:8][CH2:27][C:28]1[CH:33]=[CH:32][CH:31]=[CH:30][CH:29]=1)[C:13]1[CH:14]=[CH:15][CH:16]=[CH:17][CH:18]=1. (5) Given the reactants [NH2:1][C:2]1[C:12]([Cl:13])=[C:11]([CH2:14][N:15]2[CH2:20][CH2:19][CH2:18][C@@H:17]([NH:21][C:22]([O:24][C:25]([CH3:28])([CH3:27])[CH3:26])=[O:23])[CH2:16]2)[C:10]([CH3:29])=[CH:9][C:3]=1[C:4]([O:6]CC)=[O:5].NC1C(Cl)=C(C=O)C(C(F)(F)F)=CC=1C(O)=O, predict the reaction product. The product is: [NH2:1][C:2]1[C:12]([Cl:13])=[C:11]([CH2:14][N:15]2[CH2:20][CH2:19][CH2:18][C@@H:17]([NH:21][C:22]([O:24][C:25]([CH3:27])([CH3:26])[CH3:28])=[O:23])[CH2:16]2)[C:10]([CH3:29])=[CH:9][C:3]=1[C:4]([OH:6])=[O:5]. (6) Given the reactants [C:1]([C:11]1[C:15]2[CH:16]=[CH:17][C:18]([O:20][CH3:21])=[CH:19][C:14]=2[O:13][C:12]=1[CH2:22][CH3:23])(=[O:10])[C:2]1[CH:7]=[CH:6][C:5]([O:8]C)=[CH:4][CH:3]=1.[Na], predict the reaction product. The product is: [CH2:22]([C:12]1[O:13][C:14]2[CH:19]=[C:18]([O:20][CH3:21])[CH:17]=[CH:16][C:15]=2[C:11]=1[C:1](=[O:10])[C:2]1[CH:3]=[CH:4][C:5]([OH:8])=[CH:6][CH:7]=1)[CH3:23]. (7) Given the reactants [N:1]1([C:7](=[O:24])[CH2:8][CH:9]([CH2:13][S:14]([CH2:17][C:18]2[CH:23]=[CH:22][CH:21]=[CH:20][CH:19]=2)(=[O:16])=[O:15])[C:10]([OH:12])=O)[CH2:6][CH2:5][O:4][CH2:3][CH2:2]1.O[C:26]([C:28](F)(F)F)=O.[NH2:32][C:33]([CH3:46])(C)[C:34]([C:36]1[O:37][C:38]2C([N:44]=1)=NC=[CH:42][CH:43]=2)=[O:35].C1C=CC2N(O)N=[N:53]C=2C=1.C(Cl)CCl.CN1CCOCC1, predict the reaction product. The product is: [CH2:43]([C:38]1[O:37][C:36]([CH:34]([OH:35])[CH:33]([NH:32][C:10](=[O:12])[CH:9]([CH2:13][S:14]([CH2:17][C:18]2[CH:23]=[CH:22][CH:21]=[CH:20][CH:19]=2)(=[O:16])=[O:15])[CH2:8][C:7]([N:1]2[CH2:2][CH2:3][O:4][CH2:5][CH2:6]2)=[O:24])[CH2:46][CH2:26][CH3:28])=[N:44][N:53]=1)[CH3:42]. (8) Given the reactants [NH2:1][C:2]1[CH:7]=[CH:6][C:5]([P:8](=[O:11])([CH3:10])[CH3:9])=[CH:4][CH:3]=1.Cl[C:13]1[N:18]=[C:17]([Cl:19])[C:16]([C:20]([F:23])([F:22])[F:21])=[CH:15][N:14]=1, predict the reaction product. The product is: [Cl:19][C:17]1[C:16]([C:20]([F:22])([F:21])[F:23])=[CH:15][N:14]=[C:13]([NH:1][C:2]2[CH:3]=[CH:4][C:5]([P:8]([CH3:9])([CH3:10])=[O:11])=[CH:6][CH:7]=2)[N:18]=1. (9) Given the reactants [O:1]1[CH:5]=[CH:4][C:3]([CH2:6][N:7]2[C:11]3=[N:12][CH:13]=[CH:14][CH:15]=[C:10]3[C:9]([CH:16]3[CH2:21][CH2:20][NH:19][CH2:18][CH2:17]3)=[CH:8]2)=[CH:2]1.C[O:23][C:24](=[O:36])[C:25]1[CH:30]=[CH:29][C:28]([Cl:31])=[CH:27][C:26]=1[O:32][CH2:33][CH2:34]Cl, predict the reaction product. The product is: [Cl:31][C:28]1[CH:29]=[CH:30][C:25]([C:24]([OH:36])=[O:23])=[C:26]([O:32][CH2:33][CH2:34][N:19]2[CH2:18][CH2:17][CH:16]([C:9]3[C:10]4[C:11](=[N:12][CH:13]=[CH:14][CH:15]=4)[N:7]([CH2:6][C:3]4[CH:4]=[CH:5][O:1][CH:2]=4)[CH:8]=3)[CH2:21][CH2:20]2)[CH:27]=1.